This data is from NCI-60 drug combinations with 297,098 pairs across 59 cell lines. The task is: Regression. Given two drug SMILES strings and cell line genomic features, predict the synergy score measuring deviation from expected non-interaction effect. Drug 1: C1CN1P(=S)(N2CC2)N3CC3. Drug 2: CS(=O)(=O)OCCCCOS(=O)(=O)C. Cell line: KM12. Synergy scores: CSS=2.23, Synergy_ZIP=-0.314, Synergy_Bliss=3.34, Synergy_Loewe=-3.20, Synergy_HSA=-2.17.